Dataset: Retrosynthesis with 50K atom-mapped reactions and 10 reaction types from USPTO. Task: Predict the reactants needed to synthesize the given product. (1) Given the product CCOC(=O)[C@@H]1CC2(CCN(c3cc(COc4ccc(Br)cc4)nc(N)n3)CC2)CN1C(=O)OCc1ccccc1, predict the reactants needed to synthesize it. The reactants are: CCOC(=O)[C@@H]1CC2(CCNCC2)CN1C(=O)OCc1ccccc1.Nc1nc(Cl)cc(COc2ccc(Br)cc2)n1. (2) Given the product COC(=O)C1(n2cc(-c3cc(C)cc(Nc4cc(C(F)(F)F)ccn4)n3)nn2)CC1, predict the reactants needed to synthesize it. The reactants are: C#Cc1cc(C)cc(Nc2cc(C(F)(F)F)ccn2)n1.COC(=O)C1(N)CC1.[N-]=[N+]=NS(=O)(=O)C(F)(F)F. (3) Given the product CS(=O)(=O)c1ccc(COC[C@H]2C[C@@H]2C2CCNCC2)nc1, predict the reactants needed to synthesize it. The reactants are: CC(C)(C)OC(=O)N1CCC([C@H]2C[C@@H]2COCc2ccc(S(C)(=O)=O)cn2)CC1. (4) Given the product CC(C)(C)OC(=O)NC1(C#Cc2ccc(I)cc2)COC(C)(C)OC1, predict the reactants needed to synthesize it. The reactants are: C#CC1(NC(=O)OC(C)(C)C)COC(C)(C)OC1.Ic1ccc(I)cc1. (5) Given the product COc1cc(COc2nn(-c3ccccc3)cc2/C=C\c2csc(C(C)C)n2)ccc1OCc1nc(-c2ccc(CC(=O)O)cc2)oc1C, predict the reactants needed to synthesize it. The reactants are: CCOC(=O)Cc1ccc(-c2nc(COc3ccc(COc4nn(-c5ccccc5)cc4/C=C\c4csc(C(C)C)n4)cc3OC)c(C)o2)cc1. (6) Given the product CC(C)(C)OC(=O)N1CCC(Cn2nc(C(N)=O)c3c2-c2nc(I)ncc2CC3)CC1, predict the reactants needed to synthesize it. The reactants are: CC(C)(C)OC(=O)N1CCC(CBr)CC1.NC(=O)c1n[nH]c2c1CCc1cnc(I)nc1-2. (7) Given the product O=C(O)c1cn2c(ccc3cc(Cl)ccc32)n1, predict the reactants needed to synthesize it. The reactants are: CCOC(=O)c1cn2c(ccc3cc(Cl)ccc32)n1. (8) Given the product N#CCc1ccc(C2CCCCC2)cc1, predict the reactants needed to synthesize it. The reactants are: NC(=O)Cc1ccc(C2CCCCC2)cc1. (9) Given the product O=C(c1ccccn1)C(c1ccccc1)N1CCOCC1, predict the reactants needed to synthesize it. The reactants are: Brc1ccccn1.CON(C)C(=O)C(c1ccccc1)N1CCOCC1.